Dataset: Catalyst prediction with 721,799 reactions and 888 catalyst types from USPTO. Task: Predict which catalyst facilitates the given reaction. (1) Reactant: [CH3:1][N:2]1[C:6]([C:7]2[CH:8]=[CH:9][C:10]([NH:13][C:14]([C:16]3[C:21]([F:22])=[CH:20][CH:19]=[C:18]([F:23])[C:17]=3[F:24])=O)=[N:11][CH:12]=2)=[CH:5][C:4]([C:25]([F:28])([F:27])[F:26])=[N:3]1.Cl.C(OCC)(=O)C. Product: [CH3:1][N:2]1[C:6]([C:7]2[CH:8]=[CH:9][C:10]([NH:13][CH2:14][C:16]3[C:21]([F:22])=[CH:20][CH:19]=[C:18]([F:23])[C:17]=3[F:24])=[N:11][CH:12]=2)=[CH:5][C:4]([C:25]([F:28])([F:26])[F:27])=[N:3]1. The catalyst class is: 1. (2) Reactant: [C:1]([OH:10])(=O)[C:2]1[C:3](=[CH:5][CH:6]=[CH:7][CH:8]=1)[OH:4].[NH2:11][CH2:12][CH2:13][NH:14][C:15](=[O:21])[O:16][C:17]([CH3:20])([CH3:19])[CH3:18].C(Cl)CCl. Product: [OH:4][C:3]1[CH:5]=[CH:6][CH:7]=[CH:8][C:2]=1[C:1]([NH:11][CH2:12][CH2:13][NH:14][C:15](=[O:21])[O:16][C:17]([CH3:19])([CH3:18])[CH3:20])=[O:10]. The catalyst class is: 2. (3) Reactant: COC1C=CC(CN[CH:9]=[N:10][NH:11][C:12]([O:14][CH3:15])=[O:13])=CC=1.Br[CH2:19][C:20]([C:22]1[CH:23]=[N:24][N:25]([CH3:28])[C:26]=1[Br:27])=[O:21].C(=O)([O-])[O-:30].[Na+].[Na+].C(N(CC)C(C)C)(C)C. Product: [Br:27][C:26]1[N:25]([CH3:28])[N:24]=[CH:23][C:22]=1[C:20](=[O:21])[CH2:19][N:10]([CH:9]=[O:30])[NH:11][C:12]([O:14][CH3:15])=[O:13]. The catalyst class is: 47.